This data is from Catalyst prediction with 721,799 reactions and 888 catalyst types from USPTO. The task is: Predict which catalyst facilitates the given reaction. (1) Reactant: Br[C:2]1[CH:7]=[C:6]([C:8]([CH3:11])([CH3:10])[CH3:9])[C:5]([OH:12])=[C:4]([C:13]([CH3:16])([CH3:15])[CH3:14])[CH:3]=1.[Li]C(C)(C)C.CCCCCC.[B:28](OC(C)C)([O:33]C(C)C)[O:29]C(C)C. Product: [C:13]([C:4]1[CH:3]=[C:2]([B:28]([OH:33])[OH:29])[CH:7]=[C:6]([C:8]([CH3:11])([CH3:10])[CH3:9])[C:5]=1[OH:12])([CH3:16])([CH3:15])[CH3:14]. The catalyst class is: 598. (2) Reactant: [S:1]1[C:9]2[CH2:8][CH2:7][NH:6][CH2:5][C:4]=2[CH:3]=[CH:2]1.[CH2:10]([O:12][C:13](=[O:28])[C:14]([CH3:27])([CH3:26])[CH2:15][CH2:16][CH:17](Br)[C:18]1[CH:23]=[CH:22][CH:21]=[CH:20][C:19]=1[Cl:24])[CH3:11].C(N(CC)CC)C.C(=O)(O)[O-].[Na+]. Product: [CH2:10]([O:12][C:13](=[O:28])[C:14]([CH3:27])([CH3:26])[CH2:15][CH2:16][CH:17]([C:18]1[CH:23]=[CH:22][CH:21]=[CH:20][C:19]=1[Cl:24])[N:6]1[CH2:7][CH2:8][C:9]2[S:1][CH:2]=[CH:3][C:4]=2[CH2:5]1)[CH3:11]. The catalyst class is: 230. (3) Product: [Cl:19][C:9]1[S:8][C:6]2[N:7]=[C:2]([CH3:1])[NH:3][C:4](=[O:11])[C:5]=2[CH:10]=1. Reactant: [CH3:1][C:2]1[NH:3][C:4](=[O:11])[C:5]2[CH:10]=[CH:9][S:8][C:6]=2[N:7]=1.C1C(=O)N([Cl:19])C(=O)C1. The catalyst class is: 52.